Dataset: NCI-60 drug combinations with 297,098 pairs across 59 cell lines. Task: Regression. Given two drug SMILES strings and cell line genomic features, predict the synergy score measuring deviation from expected non-interaction effect. (1) Drug 1: C1=CC(=CC=C1CCC2=CNC3=C2C(=O)NC(=N3)N)C(=O)NC(CCC(=O)O)C(=O)O. Drug 2: C1CC(C1)(C(=O)O)C(=O)O.[NH2-].[NH2-].[Pt+2]. Cell line: UACC-257. Synergy scores: CSS=19.8, Synergy_ZIP=-5.16, Synergy_Bliss=1.62, Synergy_Loewe=0.671, Synergy_HSA=3.42. (2) Drug 1: C1CCC(C1)C(CC#N)N2C=C(C=N2)C3=C4C=CNC4=NC=N3. Drug 2: CCC1=CC2CC(C3=C(CN(C2)C1)C4=CC=CC=C4N3)(C5=C(C=C6C(=C5)C78CCN9C7C(C=CC9)(C(C(C8N6C)(C(=O)OC)O)OC(=O)C)CC)OC)C(=O)OC.C(C(C(=O)O)O)(C(=O)O)O. Cell line: CAKI-1. Synergy scores: CSS=35.7, Synergy_ZIP=0.617, Synergy_Bliss=2.62, Synergy_Loewe=-1.09, Synergy_HSA=7.02. (3) Drug 1: CC(CN1CC(=O)NC(=O)C1)N2CC(=O)NC(=O)C2. Drug 2: CC1CCCC2(C(O2)CC(NC(=O)CC(C(C(=O)C(C1O)C)(C)C)O)C(=CC3=CSC(=N3)C)C)C. Cell line: HS 578T. Synergy scores: CSS=2.17, Synergy_ZIP=-4.69, Synergy_Bliss=-7.52, Synergy_Loewe=-11.3, Synergy_HSA=-8.89. (4) Synergy scores: CSS=49.5, Synergy_ZIP=-3.09, Synergy_Bliss=0.343, Synergy_Loewe=-12.3, Synergy_HSA=0.328. Drug 2: CN(CC1=CN=C2C(=N1)C(=NC(=N2)N)N)C3=CC=C(C=C3)C(=O)NC(CCC(=O)O)C(=O)O. Drug 1: CC1C(C(CC(O1)OC2CC(CC3=C2C(=C4C(=C3O)C(=O)C5=C(C4=O)C(=CC=C5)OC)O)(C(=O)CO)O)N)O.Cl. Cell line: IGROV1. (5) Drug 1: CCC1(CC2CC(C3=C(CCN(C2)C1)C4=CC=CC=C4N3)(C5=C(C=C6C(=C5)C78CCN9C7C(C=CC9)(C(C(C8N6C=O)(C(=O)OC)O)OC(=O)C)CC)OC)C(=O)OC)O.OS(=O)(=O)O. Drug 2: CC12CCC3C(C1CCC2OP(=O)(O)O)CCC4=C3C=CC(=C4)OC(=O)N(CCCl)CCCl.[Na+]. Cell line: CCRF-CEM. Synergy scores: CSS=18.3, Synergy_ZIP=10.1, Synergy_Bliss=7.87, Synergy_Loewe=3.11, Synergy_HSA=3.12. (6) Drug 1: CCCS(=O)(=O)NC1=C(C(=C(C=C1)F)C(=O)C2=CNC3=C2C=C(C=N3)C4=CC=C(C=C4)Cl)F. Drug 2: C1CCC(C1)C(CC#N)N2C=C(C=N2)C3=C4C=CNC4=NC=N3. Cell line: SK-OV-3. Synergy scores: CSS=-1.06, Synergy_ZIP=-0.959, Synergy_Bliss=-0.697, Synergy_Loewe=-3.41, Synergy_HSA=-1.46. (7) Drug 1: C1CN1P(=S)(N2CC2)N3CC3. Drug 2: CC1C(C(CC(O1)OC2CC(OC(C2O)C)OC3=CC4=CC5=C(C(=O)C(C(C5)C(C(=O)C(C(C)O)O)OC)OC6CC(C(C(O6)C)O)OC7CC(C(C(O7)C)O)OC8CC(C(C(O8)C)O)(C)O)C(=C4C(=C3C)O)O)O)O. Cell line: HOP-62. Synergy scores: CSS=52.0, Synergy_ZIP=-6.27, Synergy_Bliss=-4.71, Synergy_Loewe=-7.77, Synergy_HSA=-5.83. (8) Drug 2: CC1=C(N=C(N=C1N)C(CC(=O)N)NCC(C(=O)N)N)C(=O)NC(C(C2=CN=CN2)OC3C(C(C(C(O3)CO)O)O)OC4C(C(C(C(O4)CO)O)OC(=O)N)O)C(=O)NC(C)C(C(C)C(=O)NC(C(C)O)C(=O)NCCC5=NC(=CS5)C6=NC(=CS6)C(=O)NCCC[S+](C)C)O. Drug 1: CC1=C2C(C(=O)C3(C(CC4C(C3C(C(C2(C)C)(CC1OC(=O)C(C(C5=CC=CC=C5)NC(=O)OC(C)(C)C)O)O)OC(=O)C6=CC=CC=C6)(CO4)OC(=O)C)OC)C)OC. Synergy scores: CSS=22.4, Synergy_ZIP=-9.57, Synergy_Bliss=-14.0, Synergy_Loewe=-15.2, Synergy_HSA=-9.25. Cell line: SF-268.